This data is from Catalyst prediction with 721,799 reactions and 888 catalyst types from USPTO. The task is: Predict which catalyst facilitates the given reaction. (1) Reactant: [CH3:1][S:2](Cl)(=[O:4])=[O:3].[CH2:6]([N:13]([C:19]1[CH:24]=[CH:23][C:22]([C:25]([F:28])([F:27])[F:26])=[CH:21][C:20]=1[N+:29]([O-:31])=[O:30])[C@@H:14]([CH2:17][CH3:18])[CH2:15][OH:16])[C:7]1[CH:12]=[CH:11][CH:10]=[CH:9][CH:8]=1.N1C=CC=CC=1. Product: [CH3:1][S:2]([O:16][CH2:15][C@@H:14]([N:13]([CH2:6][C:7]1[CH:12]=[CH:11][CH:10]=[CH:9][CH:8]=1)[C:19]1[CH:24]=[CH:23][C:22]([C:25]([F:28])([F:27])[F:26])=[CH:21][C:20]=1[N+:29]([O-:31])=[O:30])[CH2:17][CH3:18])(=[O:4])=[O:3]. The catalyst class is: 2. (2) Reactant: [H-].[Na+].[O:3]=[C:4]1[C:13]2[C:12]([C:14]([F:17])([F:16])[F:15])=[CH:11][CH:10]=[CH:9][C:8]=2[C@H:7]2[CH2:18][N:19]([C:21]([O:23][C:24]([CH3:27])([CH3:26])[CH3:25])=[O:22])[CH2:20][C@@H:6]2[NH:5]1.Br[CH2:29][C:30]([O:32][CH3:33])=[O:31]. Product: [CH3:33][O:32][C:30](=[O:31])[CH2:29][N:5]1[C@H:6]2[CH2:20][N:19]([C:21]([O:23][C:24]([CH3:27])([CH3:26])[CH3:25])=[O:22])[CH2:18][C@@H:7]2[C:8]2[CH:9]=[CH:10][CH:11]=[C:12]([C:14]([F:16])([F:17])[F:15])[C:13]=2[C:4]1=[O:3]. The catalyst class is: 1. (3) The catalyst class is: 13. Product: [CH2:42]([N:44]1[C:50](=[O:51])[C:49]([CH3:53])([CH3:52])[C:48](=[O:54])[N:47]([CH3:55])[C:46]2[CH:56]=[C:57]([O:60][CH2:13][CH2:14][CH2:15][N:16]([CH2:29][CH2:30][N:31]3[CH:40]=[CH:39][C:38]4[C:33](=[CH:34][CH:35]=[CH:36][CH:37]=4)[C:32]3=[O:41])[S:17]([C:20]3[CH:25]=[CH:24][CH:23]=[CH:22][C:21]=3[N+:26]([O-:28])=[O:27])(=[O:19])=[O:18])[CH:58]=[CH:59][C:45]1=2)[CH3:43]. Reactant: C(=O)([O-])[O-].[K+].[K+].CN(C=O)C.I[CH2:13][CH2:14][CH2:15][N:16]([CH2:29][CH2:30][N:31]1[CH:40]=[CH:39][C:38]2[C:33](=[CH:34][CH:35]=[CH:36][CH:37]=2)[C:32]1=[O:41])[S:17]([C:20]1[CH:25]=[CH:24][CH:23]=[CH:22][C:21]=1[N+:26]([O-:28])=[O:27])(=[O:19])=[O:18].[CH2:42]([N:44]1[C:50](=[O:51])[C:49]([CH3:53])([CH3:52])[C:48](=[O:54])[N:47]([CH3:55])[C:46]2[CH:56]=[C:57]([OH:60])[CH:58]=[CH:59][C:45]1=2)[CH3:43]. (4) Reactant: [C:1]([OH:4])(=O)[CH3:2].C1(N=C=NC2CCCCC2)CCCCC1.[NH2:20][CH2:21]/[CH:22]=[CH:23]/[C:24]1[CH:25]=[C:26]2[C:31](=[CH:32][CH:33]=1)[N:30]=[CH:29][N:28]=[C:27]2[NH:34][C:35]1[CH:40]=[CH:39][C:38]([O:41][C:42]2[CH:43]=[N:44][C:45]([CH3:48])=[CH:46][CH:47]=2)=[C:37]([Cl:49])[CH:36]=1. Product: [Cl:49][C:37]1[CH:36]=[C:35]([NH:34][C:27]2[C:26]3[C:31](=[CH:32][CH:33]=[C:24](/[CH:23]=[CH:22]/[CH2:21][NH:20][C:1](=[O:4])[CH3:2])[CH:25]=3)[N:30]=[CH:29][N:28]=2)[CH:40]=[CH:39][C:38]=1[O:41][C:42]1[CH:43]=[N:44][C:45]([CH3:48])=[CH:46][CH:47]=1. The catalyst class is: 2. (5) Reactant: [F:1][C:2]1[N:7]=[C:6]([CH:8]2[O:12]C(=O)[N:10]([C:14]([O:16][C:17]([CH3:20])([CH3:19])[CH3:18])=[O:15])[CH:9]2[CH2:21][C:22]2[CH:27]=[CH:26][CH:25]=[C:24]([O:28][C:29]([F:34])([F:33])[CH:30]([F:32])[F:31])[CH:23]=2)[CH:5]=[CH:4][CH:3]=1.[OH-].[Na+].O. Product: [F:1][C:2]1[N:7]=[C:6]([CH:8]([OH:12])[CH:9]([NH:10][C:14](=[O:15])[O:16][C:17]([CH3:18])([CH3:19])[CH3:20])[CH2:21][C:22]2[CH:27]=[CH:26][CH:25]=[C:24]([O:28][C:29]([F:33])([F:34])[CH:30]([F:31])[F:32])[CH:23]=2)[CH:5]=[CH:4][CH:3]=1. The catalyst class is: 5. (6) Reactant: [O:1]1[C:5]2[CH:6]=[CH:7][CH:8]=[CH:9][C:4]=2[C:3]([CH:10]=[O:11])=[CH:2]1.[BH4-].[Na+]. Product: [O:1]1[C:5]2[CH:6]=[CH:7][CH:8]=[CH:9][C:4]=2[C:3]([CH2:10][OH:11])=[CH:2]1. The catalyst class is: 5.